Dataset: Forward reaction prediction with 1.9M reactions from USPTO patents (1976-2016). Task: Predict the product of the given reaction. Given the reactants [NH2:1][C:2]1[CH:7]=[CH:6][N:5]([C@H:8]2[O:12][C@H:11]([O:13][C:14](=[O:43])[N:15]([CH3:42])[CH2:16][CH2:17][NH:18][C:19](=[O:41])[CH2:20][CH2:21]/[CH:22]=[CH:23]\[CH2:24]/[CH:25]=[CH:26]\[CH2:27]/[CH:28]=[CH:29]\[CH2:30]/[CH:31]=[CH:32]\[CH2:33]/[CH:34]=[CH:35]\[CH2:36]/[CH:37]=[CH:38]\CC)[S:10][CH2:9]2)[C:4](=[O:44])[N:3]=1.NCCNC(=O)CCC/C=C\C/C=C\C/C=C\C/C=C\C/C=C\CC, predict the reaction product. The product is: [NH2:1][C:2]1[CH:7]=[CH:6][N:5]([C@H:8]2[O:12][C@H:11]([O:13][C:14](=[O:43])[N:15]([CH3:42])[CH2:16][CH2:17][NH:18][C:19](=[O:41])[CH2:20][CH2:21][CH2:22]/[CH:23]=[CH:24]\[CH2:25]/[CH:26]=[CH:27]\[CH2:28]/[CH:29]=[CH:30]\[CH2:31]/[CH:32]=[CH:33]\[CH2:34]/[CH:35]=[CH:36]\[CH2:37][CH3:38])[S:10][CH2:9]2)[C:4](=[O:44])[N:3]=1.